This data is from NCI-60 drug combinations with 297,098 pairs across 59 cell lines. The task is: Regression. Given two drug SMILES strings and cell line genomic features, predict the synergy score measuring deviation from expected non-interaction effect. (1) Drug 1: CC1C(C(CC(O1)OC2CC(CC3=C2C(=C4C(=C3O)C(=O)C5=C(C4=O)C(=CC=C5)OC)O)(C(=O)CO)O)N)O.Cl. Drug 2: CC12CCC3C(C1CCC2OP(=O)(O)O)CCC4=C3C=CC(=C4)OC(=O)N(CCCl)CCCl.[Na+]. Cell line: NCI-H322M. Synergy scores: CSS=21.7, Synergy_ZIP=-5.70, Synergy_Bliss=1.74, Synergy_Loewe=-0.742, Synergy_HSA=0.363. (2) Drug 2: C1=CC=C(C=C1)NC(=O)CCCCCCC(=O)NO. Synergy scores: CSS=3.96, Synergy_ZIP=-7.98, Synergy_Bliss=-12.8, Synergy_Loewe=-15.9, Synergy_HSA=-8.12. Cell line: MDA-MB-231. Drug 1: CC1=C(C(CCC1)(C)C)C=CC(=CC=CC(=CC(=O)O)C)C. (3) Drug 1: C1CC(=O)NC(=O)C1N2CC3=C(C2=O)C=CC=C3N. Drug 2: CC1C(C(=O)NC(C(=O)N2CCCC2C(=O)N(CC(=O)N(C(C(=O)O1)C(C)C)C)C)C(C)C)NC(=O)C3=C4C(=C(C=C3)C)OC5=C(C(=O)C(=C(C5=N4)C(=O)NC6C(OC(=O)C(N(C(=O)CN(C(=O)C7CCCN7C(=O)C(NC6=O)C(C)C)C)C)C(C)C)C)N)C. Cell line: BT-549. Synergy scores: CSS=13.7, Synergy_ZIP=13.7, Synergy_Bliss=19.8, Synergy_Loewe=19.6, Synergy_HSA=19.6. (4) Drug 1: CC1=C(C(CCC1)(C)C)C=CC(=CC=CC(=CC(=O)O)C)C. Drug 2: CC1=C(N=C(N=C1N)C(CC(=O)N)NCC(C(=O)N)N)C(=O)NC(C(C2=CN=CN2)OC3C(C(C(C(O3)CO)O)O)OC4C(C(C(C(O4)CO)O)OC(=O)N)O)C(=O)NC(C)C(C(C)C(=O)NC(C(C)O)C(=O)NCCC5=NC(=CS5)C6=NC(=CS6)C(=O)NCCC[S+](C)C)O. Cell line: HOP-92. Synergy scores: CSS=16.9, Synergy_ZIP=-6.00, Synergy_Bliss=1.01, Synergy_Loewe=-11.2, Synergy_HSA=-1.27. (5) Drug 1: CN1CCC(CC1)COC2=C(C=C3C(=C2)N=CN=C3NC4=C(C=C(C=C4)Br)F)OC. Drug 2: CC1=C(C=C(C=C1)C(=O)NC2=CC(=CC(=C2)C(F)(F)F)N3C=C(N=C3)C)NC4=NC=CC(=N4)C5=CN=CC=C5. Cell line: SK-MEL-28. Synergy scores: CSS=-1.64, Synergy_ZIP=2.67, Synergy_Bliss=5.16, Synergy_Loewe=-1.09, Synergy_HSA=0.0797. (6) Drug 1: C#CCC(CC1=CN=C2C(=N1)C(=NC(=N2)N)N)C3=CC=C(C=C3)C(=O)NC(CCC(=O)O)C(=O)O. Drug 2: C(CN)CNCCSP(=O)(O)O. Cell line: BT-549. Synergy scores: CSS=-0.126, Synergy_ZIP=-1.86, Synergy_Bliss=-4.21, Synergy_Loewe=-5.08, Synergy_HSA=-2.91. (7) Drug 1: CC12CCC(CC1=CCC3C2CCC4(C3CC=C4C5=CN=CC=C5)C)O. Drug 2: CC1CCCC2(C(O2)CC(NC(=O)CC(C(C(=O)C(C1O)C)(C)C)O)C(=CC3=CSC(=N3)C)C)C. Cell line: SK-MEL-28. Synergy scores: CSS=0.568, Synergy_ZIP=0.357, Synergy_Bliss=0.451, Synergy_Loewe=-7.51, Synergy_HSA=-3.82.